Predict the reactants needed to synthesize the given product. From a dataset of Full USPTO retrosynthesis dataset with 1.9M reactions from patents (1976-2016). (1) Given the product [CH:16]([C:19]1[CH:20]=[CH:21][C:22]([N:25]([CH2:26][C:27]2[CH:32]=[CH:31][C:30]([O:33][CH3:34])=[CH:29][N:28]=2)[C:13]([CH:10]2[C:11]3[C:6](=[CH:5][CH:4]=[C:3]([O:2][CH3:1])[CH:12]=3)[CH2:7][CH2:8][CH2:9]2)=[O:15])=[CH:23][CH:24]=1)([CH3:18])[CH3:17], predict the reactants needed to synthesize it. The reactants are: [CH3:1][O:2][C:3]1[CH:12]=[C:11]2[C:6]([CH2:7][CH2:8][CH2:9][CH:10]2[C:13]([OH:15])=O)=[CH:5][CH:4]=1.[CH:16]([C:19]1[CH:24]=[CH:23][C:22]([NH:25][CH2:26][C:27]2[CH:32]=[CH:31][C:30]([O:33][CH3:34])=[CH:29][N:28]=2)=[CH:21][CH:20]=1)([CH3:18])[CH3:17]. (2) Given the product [Cl:1][C:2]1[C:7]2[CH:8]=[N:9][N:10]([CH3:14])[C:6]=2[CH:5]=[C:4]([Cl:11])[N:3]=1, predict the reactants needed to synthesize it. The reactants are: [Cl:1][C:2]1[C:7]2[CH:8]=[N:9][NH:10][C:6]=2[CH:5]=[C:4]([Cl:11])[N:3]=1.[H-].[Na+].[CH3:14]I.